Predict the reaction yield, written as a fraction of the theoretical maximum amount of product (1.0 means a 100% yield; for example, 0.34 means a 34% yield). From a dataset of Reaction yield outcomes from USPTO patents with 853,638 reactions. The reactants are [F:1][C:2]1[CH:7]=[CH:6][CH:5]=[CH:4][CH:3]=1.[Cl-].[CH2:9]([O:11][C:12](=[O:20])[CH2:13][CH2:14][CH2:15][CH2:16][C:17](O)=[O:18])[CH3:10].[Cl-].[Al+3].[Cl-].[Cl-]. No catalyst specified. The product is [F:1][C:2]1[CH:7]=[CH:6][C:5]([C:17](=[O:18])[CH2:16][CH2:15][CH2:14][CH2:13][C:12]([O:11][CH2:9][CH3:10])=[O:20])=[CH:4][CH:3]=1. The yield is 0.570.